From a dataset of Catalyst prediction with 721,799 reactions and 888 catalyst types from USPTO. Predict which catalyst facilitates the given reaction. (1) Reactant: [C:1]([C:4]1[C:5](=[O:21])[NH:6][C:7]2[C:12]([C:13]=1[C:14]1[CH:19]=[CH:18][CH:17]=[CH:16][CH:15]=1)=[CH:11][C:10]([Cl:20])=[CH:9][CH:8]=2)(=[O:3])[CH3:2].[CH3:22][N:23]([CH3:32])[C:24]1[CH:31]=[CH:30][C:27]([CH:28]=O)=[CH:26][CH:25]=1.[OH-].[Na+]. Product: [Cl:20][C:10]1[CH:11]=[C:12]2[C:7](=[CH:8][CH:9]=1)[NH:6][C:5](=[O:21])[C:4]([C:1](=[O:3])[CH:2]=[CH:28][C:27]1[CH:30]=[CH:31][C:24]([N:23]([CH3:32])[CH3:22])=[CH:25][CH:26]=1)=[C:13]2[C:14]1[CH:15]=[CH:16][CH:17]=[CH:18][CH:19]=1. The catalyst class is: 97. (2) Reactant: [CH2:1]([O:3][C:4](=[O:8])[C@@H:5]1[O:7][CH2:6]1)[CH3:2].[Cl-].[NH4+].[N-:11]=[N+:12]=[N-:13].[Na+]. Product: [CH2:1]([O:3][C:4](=[O:8])[C@H:5]([OH:7])[CH2:6][N:11]=[N+:12]=[N-:13])[CH3:2]. The catalyst class is: 3. (3) Reactant: [CH2:1]([O:3][C:4]1([C:7]2[CH:12]=[CH:11][C:10]([C:13]#[C:14][C:15]3[CH:20]=[CH:19][C:18]([CH2:21][C:22]([O:24]C)=[O:23])=[CH:17][CH:16]=3)=[CH:9][C:8]=2[C:26]([CH3:29])([CH3:28])[CH3:27])[CH2:6][CH2:5]1)[CH3:2].[OH-].[Na+]. Product: [CH2:1]([O:3][C:4]1([C:7]2[CH:12]=[CH:11][C:10]([C:13]#[C:14][C:15]3[CH:16]=[CH:17][C:18]([CH2:21][C:22]([OH:24])=[O:23])=[CH:19][CH:20]=3)=[CH:9][C:8]=2[C:26]([CH3:27])([CH3:29])[CH3:28])[CH2:6][CH2:5]1)[CH3:2]. The catalyst class is: 199.